This data is from Forward reaction prediction with 1.9M reactions from USPTO patents (1976-2016). The task is: Predict the product of the given reaction. (1) Given the reactants [F:1][C:2]([F:31])([F:30])[C:3](=[N:28]O)[CH:4]([O:11][C:12]1[CH:13]=[C:14]2[C:18](=[CH:19][CH:20]=1)[N:17]([C:21]1[CH:26]=[CH:25][C:24]([F:27])=[CH:23][CH:22]=1)[N:16]=[CH:15]2)[C:5]1[CH:10]=[CH:9][CH:8]=[CH:7][CH:6]=1.COCCO[AlH2-]OCCOC.[Na+].[Cl-].[NH4+], predict the reaction product. The product is: [F:31][C:2]([F:1])([F:30])[CH:3]([NH2:28])[CH:4]([O:11][C:12]1[CH:13]=[C:14]2[C:18](=[CH:19][CH:20]=1)[N:17]([C:21]1[CH:22]=[CH:23][C:24]([F:27])=[CH:25][CH:26]=1)[N:16]=[CH:15]2)[C:5]1[CH:6]=[CH:7][CH:8]=[CH:9][CH:10]=1. (2) The product is: [CH3:1][O:2][C:3]1[CH:8]=[CH:7][C:6]([C@@H:9]([NH:11][C@@H:20]2[C:21]3[N:12]=[CH:13][CH:14]=[CH:15][C:16]=3[CH2:17][CH2:18][CH2:19]2)[CH3:10])=[CH:5][CH:4]=1. Given the reactants [CH3:1][O:2][C:3]1[CH:8]=[CH:7][C:6]([C@@H:9]([NH2:11])[CH3:10])=[CH:5][CH:4]=1.[N:12]1[C:21]2[C:20](=O)[CH2:19][CH2:18][CH2:17][C:16]=2[CH:15]=[CH:14][CH:13]=1.C(O)(=O)C.C(O[BH-](OC(=O)C)OC(=O)C)(=O)C.[Na+].C(=O)([O-])[O-].[Na+].[Na+], predict the reaction product. (3) The product is: [C:1]([O:4][CH:5]1[C:9]2=[N:10][CH:11]=[C:12]([NH:28][C:46]([C:44]3[CH:43]=[CH:42][C:41]([F:49])=[C:40]([C:31]4[C:32]([F:39])=[CH:33][C:34]([S:36]([CH3:38])=[O:37])=[CH:35][C:30]=4[F:29])[N:45]=3)=[O:47])[C:13]([N:14]3[CH2:19][CH2:18][CH2:17][C@H:16]([NH:20][C:21]([O:23][C:24]([CH3:27])([CH3:26])[CH3:25])=[O:22])[CH2:15]3)=[C:8]2[CH2:7][CH2:6]1)(=[O:3])[CH3:2]. Given the reactants [C:1]([O:4][CH:5]1[C:9]2=[N:10][CH:11]=[C:12]([NH2:28])[C:13]([N:14]3[CH2:19][CH2:18][CH2:17][C@H:16]([NH:20][C:21]([O:23][C:24]([CH3:27])([CH3:26])[CH3:25])=[O:22])[CH2:15]3)=[C:8]2[CH2:7][CH2:6]1)(=[O:3])[CH3:2].[F:29][C:30]1[CH:35]=[C:34]([S:36]([CH3:38])=[O:37])[CH:33]=[C:32]([F:39])[C:31]=1[C:40]1[N:45]=[C:44]([C:46](O)=[O:47])[CH:43]=[CH:42][C:41]=1[F:49].CN(C(ON1N=NC2C=CC=NC1=2)=[N+](C)C)C.F[P-](F)(F)(F)(F)F.CCN(C(C)C)C(C)C, predict the reaction product. (4) Given the reactants [F:1][C:2]1[CH:9]=[CH:8][C:5]([CH:6]=O)=[CH:4][CH:3]=1.[CH3:10][O:11][CH:12]([O:15][CH3:16])[CH2:13][NH2:14].O.C1(C)C=CC(S(O)(=O)=O)=CC=1, predict the reaction product. The product is: [CH3:10][O:11][CH:12]([O:15][CH3:16])[CH2:13][NH:14][CH2:6][C:5]1[CH:8]=[CH:9][C:2]([F:1])=[CH:3][CH:4]=1.